This data is from Reaction yield outcomes from USPTO patents with 853,638 reactions. The task is: Predict the reaction yield, written as a fraction of the theoretical maximum amount of product (1.0 means a 100% yield; for example, 0.34 means a 34% yield). (1) The reactants are [OH:1][C:2]1[C:3]([CH3:12])=[N:4][CH:5]=[C:6]([CH2:10][OH:11])[C:7]=1[CH:8]=O.Cl.[C:14]([NH:18][OH:19])([CH3:17])([CH3:16])[CH3:15]. The catalyst is C1(C)C=CC=CC=1. The product is [C:14]([N+:18]([O-:19])=[CH:8][C:7]1[C:6]([CH2:10][OH:11])=[CH:5][N:4]=[C:3]([CH3:12])[C:2]=1[OH:1])([CH3:17])([CH3:16])[CH3:15]. The yield is 0.330. (2) The catalyst is ClCCl. The yield is 0.400. The product is [CH3:20][C:8]1[C:9]2[N:10]([C:13]([CH2:17][CH2:18][CH3:19])=[N:14][C:15]=2[CH3:16])[C:11]2[NH:12][C:3](=[O:2])[CH:4]=[CH:5][C:6]=2[N:7]=1. The reactants are C[O:2][C:3]1[CH:4]=[CH:5][C:6]2[N:7]=[C:8]([CH3:20])[C:9]3[N:10]([C:13]([CH2:17][CH2:18][CH3:19])=[N:14][C:15]=3[CH3:16])[C:11]=2[N:12]=1.B(Br)(Br)Br.C([O-])([O-])=O.[K+].[K+]. (3) The reactants are [N:1]1([C:10]2[CH:51]=[CH:50][C:13]([O:14][CH2:15][CH2:16][CH2:17][C:18]3[S:22][C:21]([C:23]4[CH:32]=[C:31]5[C:26]([CH2:27][CH2:28][CH2:29][N:30]5[C:33](=[O:44])[NH:34][C:35]5[S:36][C:37]6[CH:43]=[CH:42][CH:41]=[CH:40][C:38]=6[N:39]=5)=[CH:25][CH:24]=4)=[N:20][C:19]=3[C:45]([O:47]CC)=[O:46])=[CH:12][CH:11]=2)[C:5]2=[N:6][CH:7]=[N:8][CH:9]=[C:4]2[CH:3]=[N:2]1.CO.C1COCC1.[Li+].[OH-]. The catalyst is O. The product is [N:1]1([C:10]2[CH:11]=[CH:12][C:13]([O:14][CH2:15][CH2:16][CH2:17][C:18]3[S:22][C:21]([C:23]4[CH:32]=[C:31]5[C:26]([CH2:27][CH2:28][CH2:29][N:30]5[C:33](=[O:44])[NH:34][C:35]5[S:36][C:37]6[CH:43]=[CH:42][CH:41]=[CH:40][C:38]=6[N:39]=5)=[CH:25][CH:24]=4)=[N:20][C:19]=3[C:45]([OH:47])=[O:46])=[CH:50][CH:51]=2)[C:5]2=[N:6][CH:7]=[N:8][CH:9]=[C:4]2[CH:3]=[N:2]1. The yield is 0.590.